Predict the reactants needed to synthesize the given product. From a dataset of Full USPTO retrosynthesis dataset with 1.9M reactions from patents (1976-2016). The reactants are: [C:1]1(=[O:7])[O:6][C:4](=[O:5])[CH:3]=[CH:2]1.[CH:8]1[CH2:13][CH2:12][CH:11]=[CH:10][CH:9]=1. Given the product [C:8]12[CH2:13][CH2:12][CH:11]([CH2:10][CH2:9]1)[CH:2]1[C:1]([O:6][C:4](=[O:5])[C:3]=21)=[O:7], predict the reactants needed to synthesize it.